From a dataset of Full USPTO retrosynthesis dataset with 1.9M reactions from patents (1976-2016). Predict the reactants needed to synthesize the given product. (1) Given the product [CH:10]12[CH2:11][CH:12]1[CH2:13][N:8]([C@@H:6]([CH3:7])[CH2:5][OH:4])[CH2:9]2, predict the reactants needed to synthesize it. The reactants are: C([O:4][CH2:5][C@@H:6]([N:8]1[C:13](=O)[CH:12]2[CH:10]([CH2:11]2)[C:9]1=O)[CH3:7])(=O)C.[H-].[H-].[H-].[H-].[Li+].[Al+3].[O-]S([O-])(=O)=O.[Na+].[Na+]. (2) Given the product [CH3:1][O:2][C:3](=[O:22])[C:4]1[C:9]([NH:28][CH:25]([CH2:26][CH3:27])[CH2:23][CH3:24])=[CH:8][C:7]([CH3:11])=[N:6][C:5]=1[O:12][C:13]1[C:18]([CH3:19])=[CH:17][C:16]([CH3:20])=[CH:15][C:14]=1[CH3:21], predict the reactants needed to synthesize it. The reactants are: [CH3:1][O:2][C:3](=[O:22])[C:4]1[C:9](Cl)=[CH:8][C:7]([CH3:11])=[N:6][C:5]=1[O:12][C:13]1[C:18]([CH3:19])=[CH:17][C:16]([CH3:20])=[CH:15][C:14]=1[CH3:21].[CH2:23]([CH:25]([NH2:28])[CH2:26][CH3:27])[CH3:24]. (3) Given the product [CH2:1]([O:3][C:4]([C:6]1[CH2:7][N:8]([C:46]([O:48][C:49]([CH3:50])([CH3:51])[CH3:52])=[O:47])[CH2:9][C:10]([F:30])([F:29])[C:11]=1[C:12]1[CH:17]=[CH:16][C:15]([CH2:18][CH2:19][CH2:20][OH:21])=[CH:14][CH:13]=1)=[O:5])[CH3:2], predict the reactants needed to synthesize it. The reactants are: [CH2:1]([O:3][C:4]([C:6]1[CH2:7][N:8](CC2C=CC=CC=2)[CH2:9][C:10]([F:30])([F:29])[C:11]=1[C:12]1[CH:17]=[CH:16][C:15]([CH2:18][CH2:19][CH2:20][O:21][Si](C(C)(C)C)(C)C)=[CH:14][CH:13]=1)=[O:5])[CH3:2].[CH3:50][C:49]([O:48][C:46](O[C:46]([O:48][C:49]([CH3:52])([CH3:51])[CH3:50])=[O:47])=[O:47])([CH3:52])[CH3:51].N#N. (4) Given the product [O:1]1[CH2:5][CH2:4][CH:3]([O:6][S:15]([CH3:14])(=[O:17])=[O:16])[CH2:2]1, predict the reactants needed to synthesize it. The reactants are: [O:1]1[CH2:5][CH2:4][CH:3]([OH:6])[CH2:2]1.C(N(CC)CC)C.[CH3:14][S:15](Cl)(=[O:17])=[O:16]. (5) The reactants are: [Br:1][C:2]1[CH:3]=[C:4]([NH2:9])[C:5]([NH2:8])=[CH:6][CH:7]=1.[O:10]1[C:14]2([CH2:19][CH2:18][CH2:17][CH2:16][CH2:15]2)[CH2:13][C:12]([C:20](O)=O)=[N:11]1. Given the product [Br:1][C:2]1[CH:7]=[CH:6][C:5]2[NH:8][C:20]([C:12]3[CH2:13][C:14]4([CH2:15][CH2:16][CH2:17][CH2:18][CH2:19]4)[O:10][N:11]=3)=[N:9][C:4]=2[CH:3]=1, predict the reactants needed to synthesize it.